Dataset: Forward reaction prediction with 1.9M reactions from USPTO patents (1976-2016). Task: Predict the product of the given reaction. (1) Given the reactants Br[C:2]1[CH:3]=[C:4]([C:7]([NH:9][C@@H:10]([CH2:23][C:24]2[CH:29]=[CH:28][CH:27]=[CH:26][C:25]=2[C:30]([F:33])([F:32])[F:31])[CH2:11][N:12]2[C:20](=[O:21])[C:19]3[C:14](=[CH:15][CH:16]=[CH:17][CH:18]=3)[C:13]2=[O:22])=[O:8])[S:5][CH:6]=1.C([O-])([O-])=O.[K+].[K+].[CH3:40][N:41]1[C:45](B2OC(C)(C)C(C)(C)O2)=[C:44]([CH3:55])[CH:43]=[N:42]1, predict the reaction product. The product is: [CH3:40][N:41]1[C:45]([C:2]2[CH:3]=[C:4]([C:7]([NH:9][C@@H:10]([CH2:23][C:24]3[CH:29]=[CH:28][CH:27]=[CH:26][C:25]=3[C:30]([F:31])([F:32])[F:33])[CH2:11][N:12]3[C:13](=[O:22])[C:14]4[C:19](=[CH:18][CH:17]=[CH:16][CH:15]=4)[C:20]3=[O:21])=[O:8])[S:5][CH:6]=2)=[C:44]([CH3:55])[CH:43]=[N:42]1. (2) The product is: [NH2:16][C:15]1[C:14]([CH2:17][C:18]2[CH:23]=[CH:22][CH:21]=[CH:20][CH:19]=2)=[N:13][C:7]([C:4]2[CH:5]=[CH:6][CH:1]=[CH:2][CH:3]=2)=[CH:9][N:10]=1. Given the reactants [CH:1]1[CH:6]=[CH:5][C:4]([C:7](/[CH:9]=[N:10]/O)=O)=[CH:3][CH:2]=1.Cl.[NH2:13][CH:14]([CH2:17][C:18]1[CH:23]=[CH:22][CH:21]=[CH:20][CH:19]=1)[C:15]#[N:16], predict the reaction product.